Dataset: Catalyst prediction with 721,799 reactions and 888 catalyst types from USPTO. Task: Predict which catalyst facilitates the given reaction. (1) Reactant: Cl[C:2]1[N:7]=[CH:6][N:5]=[C:4]([NH2:8])[C:3]=1[CH2:9][CH3:10].Cl.[N:12]1([CH2:16][CH2:17][N:18]2[CH:22]=[C:21]([C:23]3[CH:24]=[N:25][CH:26]=[C:27]([C:29]([F:32])([F:31])[F:30])[CH:28]=3)[N:20]=[C:19]2[CH:33]2[CH2:38][CH2:37][NH:36][CH2:35][CH2:34]2)[CH2:15][CH2:14][CH2:13]1.C([O-])([O-])=O.[Cs+].[Cs+]. Product: [N:12]1([CH2:16][CH2:17][N:18]2[CH:22]=[C:21]([C:23]3[CH:24]=[N:25][CH:26]=[C:27]([C:29]([F:32])([F:30])[F:31])[CH:28]=3)[N:20]=[C:19]2[CH:33]2[CH2:34][CH2:35][N:36]([C:2]3[N:7]=[CH:6][N:5]=[C:4]([NH2:8])[C:3]=3[CH2:9][CH3:10])[CH2:37][CH2:38]2)[CH2:13][CH2:14][CH2:15]1. The catalyst class is: 16. (2) The catalyst class is: 659. Product: [CH3:8][C:3]1[C:2]([C:14]2[CH:15]=[C:10]([CH:11]=[CH:12][CH:13]=2)[NH2:9])=[C:6]([CH3:7])[O:5][N:4]=1. Reactant: I[C:2]1[C:3]([CH3:8])=[N:4][O:5][C:6]=1[CH3:7].[NH2:9][C:10]1[CH:11]=[C:12](B(O)O)[CH:13]=[CH:14][CH:15]=1.C([O-])([O-])=O.[Na+].[Na+]. (3) The catalyst class is: 14. Product: [CH3:1][O:2][C:3]1[CH:30]=[C:29]([O:31][CH3:32])[CH:28]=[CH:27][C:4]=1[CH2:5][N:6]1[C:10](=[O:11])[CH2:9][N:8]([CH2:12][C:13]2[S:14][C:15]([C:18](=[N:35][OH:33])[CH2:19][CH2:20][CH:21]([CH3:23])[CH3:22])=[CH:16][CH:17]=2)[S:7]1(=[O:25])=[O:26]. Reactant: [CH3:1][O:2][C:3]1[CH:30]=[C:29]([O:31][CH3:32])[CH:28]=[CH:27][C:4]=1[CH2:5][N:6]1[C:10](=[O:11])[CH2:9][N:8]([CH2:12][C:13]2[S:14][C:15]([C:18](=O)[CH2:19][CH2:20][CH:21]([CH3:23])[CH3:22])=[CH:16][CH:17]=2)[S:7]1(=[O:26])=[O:25].[OH2:33].Cl.[NH2:35]O. (4) Reactant: [OH:1][CH2:2][C@H:3]([NH:5][C:6]([C:8]1[CH:13]=[C:12]([N:14]2[CH2:19][CH2:18][CH:17]([C:20]3[C:28]4[C:23](=[N:24][CH:25]=[CH:26][CH:27]=4)[NH:22][CH:21]=3)[CH2:16][CH2:15]2)[N:11]=[C:10]([O:29][C@H:30]([CH3:34])[CH2:31][O:32][CH3:33])[N:9]=1)=[O:7])[CH3:4].[C:35]1([S:41]([OH:44])(=[O:43])=[O:42])[CH:40]=[CH:39][CH:38]=[CH:37][CH:36]=1. Product: [C:35]1([S:41]([OH:44])(=[O:43])=[O:42])[CH:40]=[CH:39][CH:38]=[CH:37][CH:36]=1.[OH:1][CH2:2][C@H:3]([NH:5][C:6]([C:8]1[CH:13]=[C:12]([N:14]2[CH2:19][CH2:18][CH:17]([C:20]3[C:28]4[C:23](=[N:24][CH:25]=[CH:26][CH:27]=4)[NH:22][CH:21]=3)[CH2:16][CH2:15]2)[N:11]=[C:10]([O:29][C@H:30]([CH3:34])[CH2:31][O:32][CH3:33])[N:9]=1)=[O:7])[CH3:4]. The catalyst class is: 41. (5) Reactant: Br[C:2]1[CH:3]=[C:4]([N:9]2[CH2:14][CH2:13][O:12][CH2:11][CH2:10]2)[CH:5]=[C:6]([Cl:8])[CH:7]=1.[F:15][C:16]1[CH:25]=[C:24]2[C:19]([C:20]([CH:33]=[O:34])=[C:21]([CH3:32])[C:22]([C:26]3[CH:31]=[CH:30][CH:29]=[CH:28][N:27]=3)=[N:23]2)=[CH:18][CH:17]=1. Product: [Cl:8][C:6]1[CH:7]=[C:2]([CH:33]([C:20]2[C:19]3[C:24](=[CH:25][C:16]([F:15])=[CH:17][CH:18]=3)[N:23]=[C:22]([C:26]3[CH:31]=[CH:30][CH:29]=[CH:28][N:27]=3)[C:21]=2[CH3:32])[OH:34])[CH:3]=[C:4]([N:9]2[CH2:14][CH2:13][O:12][CH2:11][CH2:10]2)[CH:5]=1. The catalyst class is: 1. (6) Reactant: [C:1]1([C:7](=[CH:11][C:12]2[CH:17]=[CH:16][C:15]([OH:18])=[C:14]([O:19][CH3:20])[CH:13]=2)C(O)=O)[CH:6]=[CH:5][CH:4]=[CH:3][CH:2]=1.C([O-])(O)=O.[Na+].CC1NC=CN=1. Product: [OH:18][C:15]1[CH:16]=[CH:17][C:12]([CH:11]=[CH:7][C:1]2[CH:2]=[CH:3][CH:4]=[CH:5][CH:6]=2)=[CH:13][C:14]=1[O:19][CH3:20]. The catalyst class is: 6. (7) Product: [OH:41][CH2:3][CH2:2][CH2:1][CH:4]([C:34]([O:36][C:37]([CH3:40])([CH3:39])[CH3:38])=[O:35])[CH2:5][C@@H:6]([C:27]([O:29][C:30]([CH3:31])([CH3:32])[CH3:33])=[O:28])[NH:7][C:8]([C:9]1[CH:14]=[CH:13][CH:12]=[CH:11][CH:10]=1)([C:21]1[CH:26]=[CH:25][CH:24]=[CH:23][CH:22]=1)[C:15]1[CH:16]=[CH:17][CH:18]=[CH:19][CH:20]=1. Reactant: [CH2:1]([CH:4]([C:34]([O:36][C:37]([CH3:40])([CH3:39])[CH3:38])=[O:35])[CH2:5][C@@H:6]([C:27]([O:29][C:30]([CH3:33])([CH3:32])[CH3:31])=[O:28])[NH:7][C:8]([C:21]1[CH:26]=[CH:25][CH:24]=[CH:23][CH:22]=1)([C:15]1[CH:20]=[CH:19][CH:18]=[CH:17][CH:16]=1)[C:9]1[CH:14]=[CH:13][CH:12]=[CH:11][CH:10]=1)[CH:2]=[CH2:3].[OH-:41].[Na+].OO.O. The catalyst class is: 1. (8) Reactant: [CH2:1]1[CH2:6][CH2:5][C:4]([CH2:11][NH2:12])([CH2:7][C:8]([OH:10])=[O:9])[CH2:3][CH2:2]1.Br.C(N(CCCC)CCCC)CCC. Product: [CH2:1]1[CH2:2][CH2:3][C:4]([CH2:11][NH2:12])([CH2:7][C:8]([OH:10])=[O:9])[CH2:5][CH2:6]1. The catalyst class is: 283. (9) Reactant: CC(C)([O-])C.[K+].[N+:7]([C:10]1[CH:15]=[CH:14][C:13]([CH2:16][C:17]([O:19][CH2:20][CH3:21])=[O:18])=[CH:12][CH:11]=1)([O-:9])=[O:8].[CH:22]1(Br)[CH2:26][CH2:25][CH2:24][CH2:23]1.O. Product: [N+:7]([C:10]1[CH:11]=[CH:12][C:13]([CH:16]([CH:22]2[CH2:26][CH2:25][CH2:24][CH2:23]2)[C:17]([O:19][CH2:20][CH3:21])=[O:18])=[CH:14][CH:15]=1)([O-:9])=[O:8]. The catalyst class is: 3.